This data is from Full USPTO retrosynthesis dataset with 1.9M reactions from patents (1976-2016). The task is: Predict the reactants needed to synthesize the given product. (1) Given the product [CH2:1]([O:3][C:4]([C:6]1([C:9]2[CH:10]=[CH:11][C:12]([C:15]3[CH:20]=[CH:19][C:18]([C:21]4[O:25][N:24]=[C:23]([CH3:26])[C:22]=4[NH:27][C:29]4[CH:30]=[CH:31][CH:32]=[C:33]([C:35]([N:37]5[CH2:38][CH2:39][N:40]([CH3:43])[CH2:41][CH2:42]5)=[O:36])[N:34]=4)=[CH:17][CH:16]=3)=[CH:13][CH:14]=2)[CH2:8][CH2:7]1)=[O:5])[CH3:2], predict the reactants needed to synthesize it. The reactants are: [CH2:1]([O:3][C:4]([C:6]1([C:9]2[CH:14]=[CH:13][C:12]([C:15]3[CH:20]=[CH:19][C:18]([C:21]4[O:25][N:24]=[C:23]([CH3:26])[C:22]=4[NH2:27])=[CH:17][CH:16]=3)=[CH:11][CH:10]=2)[CH2:8][CH2:7]1)=[O:5])[CH3:2].Br[C:29]1[N:34]=[C:33]([C:35]([N:37]2[CH2:42][CH2:41][N:40]([CH3:43])[CH2:39][CH2:38]2)=[O:36])[CH:32]=[CH:31][CH:30]=1. (2) Given the product [Cl:1][C:2]1[CH:3]=[C:4]([C:9]2([OH:13])[CH2:12][N:11]([CH2:21][CH3:22])[CH2:10]2)[CH:5]=[C:6]([F:8])[CH:7]=1, predict the reactants needed to synthesize it. The reactants are: [Cl:1][C:2]1[CH:3]=[C:4]([C:9]2([OH:13])[CH2:12][NH:11][CH2:10]2)[CH:5]=[C:6]([F:8])[CH:7]=1.C(=O)([O-])[O-].[K+].[K+].I[CH2:21][CH3:22].O. (3) Given the product [Cl:8][C:6]1[N:5]=[N:4][C:3]([O:20][C:14]2[C:15]([CH3:19])=[CH:16][CH:17]=[CH:18][C:13]=2[CH:10]2[CH2:11][CH2:12]2)=[C:2]([OH:1])[CH:7]=1, predict the reactants needed to synthesize it. The reactants are: [OH:1][C:2]1[CH:7]=[C:6]([Cl:8])[N:5]=[N:4][C:3]=1Cl.[CH:10]1([C:13]2[CH:18]=[CH:17][CH:16]=[C:15]([CH3:19])[C:14]=2[OH:20])[CH2:12][CH2:11]1.COC1C=C(C)C=CC=1.[OH-].[K+].Cl.